From a dataset of Full USPTO retrosynthesis dataset with 1.9M reactions from patents (1976-2016). Predict the reactants needed to synthesize the given product. (1) Given the product [F:26][C:23]1[CH:24]=[CH:25][C:20]([C:4]2([CH2:1][C:2](=[O:27])[CH3:3])[O:9][C:8](=[O:10])[NH:7][CH2:6][CH2:5]2)=[CH:21][CH:22]=1, predict the reactants needed to synthesize it. The reactants are: [CH2:1]([C@@:4]1([C:20]2[CH:25]=[CH:24][C:23]([F:26])=[CH:22][CH:21]=2)[O:9][C:8](=[O:10])[N:7]([C@H](C2C=CC(Br)=CC=2)C)[CH2:6][CH2:5]1)[CH:2]=[CH2:3].[OH2:27].O=O. (2) Given the product [Br:1][C:2]1[CH:8]=[C:7]([O:9][CH3:10])[C:6]([Cl:11])=[CH:5][C:3]=1[NH:4][C:14](=[O:15])[C:13]([F:24])([F:23])[F:12], predict the reactants needed to synthesize it. The reactants are: [Br:1][C:2]1[CH:8]=[C:7]([O:9][CH3:10])[C:6]([Cl:11])=[CH:5][C:3]=1[NH2:4].[F:12][C:13]([F:24])([F:23])[C:14](O[C:14](=[O:15])[C:13]([F:24])([F:23])[F:12])=[O:15].CO.